This data is from Reaction yield outcomes from USPTO patents with 853,638 reactions. The task is: Predict the reaction yield, written as a fraction of the theoretical maximum amount of product (1.0 means a 100% yield; for example, 0.34 means a 34% yield). The reactants are [CH3:1][C:2]([O:5][C:6]([N:8]1[CH2:12][CH2:11][C@H:10]([CH2:13][C:14]([OH:16])=[O:15])[CH2:9]1)=[O:7])([CH3:4])[CH3:3].Cl.[CH2:18](N=C=NCCCN(C)C)[CH3:19].C(O)C. The catalyst is C(OCC)C.CN(C)C1C=CN=CC=1. The product is [CH2:18]([O:15][C:14](=[O:16])[CH2:13][C@H:10]1[CH2:11][CH2:12][N:8]([C:6]([O:5][C:2]([CH3:1])([CH3:3])[CH3:4])=[O:7])[CH2:9]1)[CH3:19]. The yield is 0.950.